This data is from Catalyst prediction with 721,799 reactions and 888 catalyst types from USPTO. The task is: Predict which catalyst facilitates the given reaction. (1) Reactant: C(NC(C)C)(C)C.C([Li])CCC.[CH3:13][O:14][C:15](=[O:26])[CH2:16][C:17]1[CH:22]=[CH:21][C:20]([S:23][CH3:24])=[C:19]([Cl:25])[CH:18]=1.I[CH2:28][CH:29]1[CH2:33][CH2:32][CH2:31][CH2:30]1. Product: [CH3:13][O:14][C:15](=[O:26])[CH:16]([C:17]1[CH:22]=[CH:21][C:20]([S:23][CH3:24])=[C:19]([Cl:25])[CH:18]=1)[CH2:28][CH:29]1[CH2:33][CH2:32][CH2:31][CH2:30]1. The catalyst class is: 544. (2) Reactant: C(OC([N:8]1[CH2:11][CH:10]([C:12](=[O:24])[NH:13][S:14]([CH2:17][C:18]2[CH:23]=[CH:22][CH:21]=[CH:20][CH:19]=2)(=[O:16])=[O:15])[CH2:9]1)=O)(C)(C)C. Product: [CH2:17]([S:14]([NH:13][C:12]([CH:10]1[CH2:9][NH:8][CH2:11]1)=[O:24])(=[O:15])=[O:16])[C:18]1[CH:19]=[CH:20][CH:21]=[CH:22][CH:23]=1. The catalyst class is: 106. (3) Product: [C:15]1(=[O:16])[C:8]2[CH:9]=[CH:10][CH:11]=[CH:12][C:7]=2[CH2:6][CH2:5][S:13][CH2:14]1. Reactant: [Cl-].[Al+3].[Cl-].[Cl-].[CH2:5]([S:13][CH2:14][C:15](Cl)=[O:16])[CH2:6][C:7]1[CH:12]=[CH:11][CH:10]=[CH:9][CH:8]=1. The catalyst class is: 2. (4) Reactant: Cl[C:2]1[N:7]=[C:6]([Cl:8])[N:5]=[C:4]([NH:9][C@@H:10]2[C:18]3[C:13](=[CH:14][CH:15]=[CH:16][CH:17]=3)[CH2:12][CH2:11]2)[N:3]=1.Cl.[NH2:20][C@@H:21]1[CH2:25][C@H:24]([CH2:26][OH:27])[C@@H:23]([OH:28])[C@H:22]1[OH:29].C(=O)([O-])[O-].[K+].[K+]. Product: [Cl:8][C:6]1[N:5]=[C:4]([NH:9][C@@H:10]2[C:18]3[C:13](=[CH:14][CH:15]=[CH:16][CH:17]=3)[CH2:12][CH2:11]2)[N:3]=[C:2]([NH:20][C@@H:21]2[CH2:25][C@H:24]([CH2:26][OH:27])[C@@H:23]([OH:28])[C@H:22]2[OH:29])[N:7]=1. The catalyst class is: 12. (5) Reactant: C(=O)([O-])[O-].[Cs+].[Cs+].[F:7][C:8]1[CH:18]=[CH:17][C:11]([CH:12]([OH:16])C(O)=O)=[CH:10][CH:9]=1.CI.[C:21]([O:24][CH2:25]C)(=[O:23])[CH3:22]. Product: [F:7][C:8]1[CH:9]=[CH:10][C:11]([CH2:12][O:16][CH2:22][C:21]([O:24][CH3:25])=[O:23])=[CH:17][CH:18]=1. The catalyst class is: 18.